From a dataset of Catalyst prediction with 721,799 reactions and 888 catalyst types from USPTO. Predict which catalyst facilitates the given reaction. (1) Product: [Cl:1][C:2]1[C:10]2[CH:9]=[C:8]([C:11]([OH:13])=[O:12])[S:7][C:6]=2[CH:5]=[CH:4][CH:3]=1. The catalyst class is: 6. Reactant: [Cl:1][C:2]1[C:10]2[CH:9]=[C:8]([C:11]([O:13]C)=[O:12])[S:7][C:6]=2[CH:5]=[CH:4][CH:3]=1.[OH-].[Na+].Cl. (2) Reactant: Cl.[Br:2][C:3]1[CH:4]=[C:5]([NH:9][NH2:10])[CH:6]=[CH:7][CH:8]=1.[CH3:11][C:12]([CH3:19])([CH3:18])[C:13](=O)[CH2:14][C:15]#[N:16]. Product: [Br:2][C:3]1[CH:4]=[C:5]([N:9]2[C:15]([NH2:16])=[CH:14][C:13]([C:12]([CH3:19])([CH3:18])[CH3:11])=[N:10]2)[CH:6]=[CH:7][CH:8]=1. The catalyst class is: 8. (3) Reactant: [C:1]([O:5][C:6](=[O:18])[NH:7][CH:8]([CH:12]1[CH2:17][CH2:16][CH2:15][CH2:14][CH2:13]1)[CH2:9][CH2:10][OH:11])([CH3:4])([CH3:3])[CH3:2].C(N(CC)C(C)C)(C)C. Product: [C:1]([O:5][C:6](=[O:18])[NH:7][CH:8]([CH:12]1[CH2:17][CH2:16][CH2:15][CH2:14][CH2:13]1)[CH2:9][CH:10]=[O:11])([CH3:4])([CH3:2])[CH3:3]. The catalyst class is: 764. (4) Reactant: [CH3:1][S:2](Cl)(=[O:4])=[O:3].[Cl:6][C:7]1[CH:12]=[CH:11][C:10]([CH:13]([NH:16][C:17](=[O:23])[O:18][C:19]([CH3:22])([CH3:21])[CH3:20])[CH2:14][OH:15])=[CH:9][CH:8]=1.C(N(CC)C(C)C)(C)C. Product: [CH3:1][S:2]([O:15][CH2:14][CH:13]([NH:16][C:17]([O:18][C:19]([CH3:20])([CH3:22])[CH3:21])=[O:23])[C:10]1[CH:11]=[CH:12][C:7]([Cl:6])=[CH:8][CH:9]=1)(=[O:4])=[O:3]. The catalyst class is: 2. (5) Reactant: [CH3:1][O:2][C:3](=[O:15])[C:4]1[CH:9]=[CH:8][C:7]([CH2:10]Br)=[C:6]([N+:12]([O-:14])=[O:13])[CH:5]=1.C1(P(C2C=CC=CC=2)C2C=CC=CC=2)C=CC=CC=1.[Cl:35][C:36]1[CH:43]=[C:42]([N:44]2[CH2:49][CH2:48][O:47][CH2:46][CH2:45]2)[CH:41]=[C:40]([Cl:50])[C:37]=1[CH:38]=O.C([O-])([O-])=O.[K+].[K+]. Product: [CH3:1][O:2][C:3](=[O:15])[C:4]1[CH:9]=[CH:8][C:7](/[CH:10]=[CH:38]/[C:37]2[C:36]([Cl:35])=[CH:43][C:42]([N:44]3[CH2:45][CH2:46][O:47][CH2:48][CH2:49]3)=[CH:41][C:40]=2[Cl:50])=[C:6]([N+:12]([O-:14])=[O:13])[CH:5]=1. The catalyst class is: 3. (6) Reactant: [Br:1][C:2]1[CH:7]=[CH:6][C:5]([CH2:8][CH2:9][C:10]([OH:12])=[O:11])=[CH:4][CH:3]=1.[C:13](OC(O[C:13]([CH3:16])([CH3:15])[CH3:14])N(C)C)([CH3:16])([CH3:15])[CH3:14].C(OCC)(=O)C. Product: [Br:1][C:2]1[CH:3]=[CH:4][C:5]([CH2:8][CH2:9][C:10]([O:12][C:13]([CH3:16])([CH3:15])[CH3:14])=[O:11])=[CH:6][CH:7]=1. The catalyst class is: 11. (7) Reactant: [C:1](C1NC=CN=1)(C1NC=CN=1)=[O:2].C1COCC1.[Br:18][C:19]1[C:20]([NH:25][NH2:26])=[N:21][CH:22]=[CH:23][CH:24]=1. Product: [Br:18][C:19]1[C:20]2[N:21]([C:1](=[O:2])[NH:26][N:25]=2)[CH:22]=[CH:23][CH:24]=1. The catalyst class is: 6. (8) Reactant: C(O[C:6]([N:8]1[CH2:12][CH2:11][CH:10]([C:13](=[O:15])[NH2:14])[CH2:9]1)=O)(C)(C)C.C(O)(C(F)(F)F)=O.[F:23][C:24]([F:57])([F:56])[C:25]1[CH:26]=[C:27]([NH:31][C:32]([N:34]2[C:42]3[C:37](=[CH:38][C:39]([O:43][C:44]4[N:49]=[CH:48][N:47]=[C:46](COS(C)(=O)=O)[CH:45]=4)=[CH:40][CH:41]=3)[CH:36]=[CH:35]2)=[O:33])[CH:28]=[CH:29][CH:30]=1.CCN(C(C)C)C(C)C. Product: [F:56][C:24]([F:23])([F:57])[C:25]1[CH:26]=[C:27]([NH:31][C:32]([N:34]2[C:42]3[C:37](=[CH:38][C:39]([O:43][C:44]4[CH:45]=[C:46]([CH2:6][N:8]5[CH2:12][CH2:11][CH:10]([C:13](=[O:15])[NH2:14])[CH2:9]5)[N:47]=[CH:48][N:49]=4)=[CH:40][CH:41]=3)[CH:36]=[CH:35]2)=[O:33])[CH:28]=[CH:29][CH:30]=1. The catalyst class is: 2.